From a dataset of Full USPTO retrosynthesis dataset with 1.9M reactions from patents (1976-2016). Predict the reactants needed to synthesize the given product. Given the product [F:1][C:2]1[CH:7]=[CH:6][C:5]([F:8])=[CH:4][C:3]=1[N:9]1[C:13]([NH2:14])=[CH:12][CH:11]=[N:10]1, predict the reactants needed to synthesize it. The reactants are: [F:1][C:2]1[CH:7]=[CH:6][C:5]([F:8])=[CH:4][C:3]=1/[N:9]=[N:10]/[CH2:11][CH2:12][C:13]#[N:14].